This data is from Forward reaction prediction with 1.9M reactions from USPTO patents (1976-2016). The task is: Predict the product of the given reaction. (1) Given the reactants [CH2:1]([CH:8]1[CH:13]([NH:14][CH:15]2[CH2:20][CH2:19][N:18]([C:21](=[O:23])[CH3:22])[CH2:17][CH2:16]2)[CH2:12][CH2:11][CH2:10][NH:9]1)[C:2]1[CH:7]=[CH:6][CH:5]=[CH:4][CH:3]=1.C(N(CC)CC)C.[F:31][C:32]([F:47])([F:46])[C:33]1[CH:34]=[C:35]([CH:39]=[C:40]([C:42]([F:45])([F:44])[F:43])[CH:41]=1)[C:36](Cl)=[O:37], predict the reaction product. The product is: [CH2:1]([CH:8]1[CH:13]([NH:14][CH:15]2[CH2:16][CH2:17][N:18]([C:21](=[O:23])[CH3:22])[CH2:19][CH2:20]2)[CH2:12][CH2:11][CH2:10][N:9]1[C:36](=[O:37])[C:35]1[CH:39]=[C:40]([C:42]([F:43])([F:44])[F:45])[CH:41]=[C:33]([C:32]([F:31])([F:46])[F:47])[CH:34]=1)[C:2]1[CH:7]=[CH:6][CH:5]=[CH:4][CH:3]=1. (2) Given the reactants P(Cl)(Cl)([Cl:3])=O.[CH3:6][O:7][C:8]1[CH:9]=[C:10]2[C:15](=[CH:16][CH:17]=1)[C:14](=O)[CH2:13][CH2:12][CH2:11]2.C[C:20]([O-:22])=O.[Na+], predict the reaction product. The product is: [Cl:3][C:14]1[C:15]2[C:10](=[CH:9][C:8]([O:7][CH3:6])=[CH:17][CH:16]=2)[CH2:11][CH2:12][C:13]=1[CH:20]=[O:22]. (3) Given the reactants [OH:1][N:2]=[C:3]([C:10]1[O:14][CH:13]=[N:12][C:11]=1[CH3:15])[C:4]1[CH:9]=[CH:8][CH:7]=[CH:6][CH:5]=1.Br[CH2:17][C:18]1[N:23]=[C:22]([N:24]2[C:32](=[O:33])[C:31]3[C:26](=[CH:27][CH:28]=[CH:29][CH:30]=3)[C:25]2=[O:34])[CH:21]=[CH:20][CH:19]=1.C(=O)([O-])[O-].[Cs+].[Cs+].[I-].[K+], predict the reaction product. The product is: [CH3:15][C:11]1[N:12]=[CH:13][O:14][C:10]=1[C:3](=[N:2][O:1][CH2:17][C:18]1[N:23]=[C:22]([N:24]2[C:25](=[O:34])[C:26]3[C:31](=[CH:30][CH:29]=[CH:28][CH:27]=3)[C:32]2=[O:33])[CH:21]=[CH:20][CH:19]=1)[C:4]1[CH:5]=[CH:6][CH:7]=[CH:8][CH:9]=1. (4) Given the reactants C[O:2][C@H:3](C1C=CC=CC=1)[C:4](O)=O.[F:13][C:14]1[C:19]([O:20][CH2:21][CH2:22][OH:23])=[CH:18][C:17]([O:24][CH3:25])=[CH:16][C:15]=1[C@@H:26]([NH:39][C:40]1[CH:48]=[CH:47][C:43]([C:44]([NH2:46])=[NH:45])=[CH:42][CH:41]=1)[C:27]1[NH:31][C:30](=[O:32])[N:29]([C:33]2[N:38]=[CH:37][CH:36]=[CH:35][N:34]=2)[N:28]=1.[N+](C1C=CC(O[C:59](=[O:65])[O:60][CH2:61][C:62]([CH3:64])=[CH2:63])=CC=1)([O-])=O.C(N(CC)CC)C.C(OC(=O)C)(=O)C, predict the reaction product. The product is: [NH2:45][C:44](=[N:46][C:59]([O:60][CH2:61][C:62]([CH3:64])=[CH2:63])=[O:65])[C:43]1[CH:42]=[CH:41][C:40]([NH:39][C@@H:26]([C:27]2[NH:31][C:30](=[O:32])[N:29]([C:33]3[N:34]=[CH:35][CH:36]=[CH:37][N:38]=3)[N:28]=2)[C:15]2[C:14]([F:13])=[C:19]([CH:18]=[C:17]([O:24][CH3:25])[CH:16]=2)[O:20][CH2:21][CH2:22][O:23][C:3](=[O:2])[CH3:4])=[CH:48][CH:47]=1.